This data is from NCI-60 drug combinations with 297,098 pairs across 59 cell lines. The task is: Regression. Given two drug SMILES strings and cell line genomic features, predict the synergy score measuring deviation from expected non-interaction effect. (1) Synergy scores: CSS=17.9, Synergy_ZIP=-0.760, Synergy_Bliss=2.25, Synergy_Loewe=-6.42, Synergy_HSA=-0.818. Cell line: NCI-H522. Drug 2: CN(C)C1=NC(=NC(=N1)N(C)C)N(C)C. Drug 1: CC(CN1CC(=O)NC(=O)C1)N2CC(=O)NC(=O)C2. (2) Drug 1: CC1=C2C(C(=O)C3(C(CC4C(C3C(C(C2(C)C)(CC1OC(=O)C(C(C5=CC=CC=C5)NC(=O)OC(C)(C)C)O)O)OC(=O)C6=CC=CC=C6)(CO4)OC(=O)C)O)C)O. Drug 2: C1=NC2=C(N1)C(=S)N=CN2. Cell line: COLO 205. Synergy scores: CSS=76.0, Synergy_ZIP=3.38, Synergy_Bliss=2.60, Synergy_Loewe=-11.0, Synergy_HSA=-1.50. (3) Drug 1: C1=CC=C(C=C1)NC(=O)CCCCCCC(=O)NO. Drug 2: CCN(CC)CCCC(C)NC1=C2C=C(C=CC2=NC3=C1C=CC(=C3)Cl)OC. Cell line: HCT116. Synergy scores: CSS=49.5, Synergy_ZIP=-0.537, Synergy_Bliss=0.0849, Synergy_Loewe=-2.08, Synergy_HSA=1.57. (4) Drug 1: CC1=C(C=C(C=C1)NC2=NC=CC(=N2)N(C)C3=CC4=NN(C(=C4C=C3)C)C)S(=O)(=O)N.Cl. Drug 2: C1CC(=O)NC(=O)C1N2C(=O)C3=CC=CC=C3C2=O. Cell line: OVCAR-8. Synergy scores: CSS=4.84, Synergy_ZIP=0.343, Synergy_Bliss=3.85, Synergy_Loewe=2.20, Synergy_HSA=2.95. (5) Drug 1: C1CCN(CC1)CCOC2=CC=C(C=C2)C(=O)C3=C(SC4=C3C=CC(=C4)O)C5=CC=C(C=C5)O. Drug 2: CCN(CC)CCCC(C)NC1=C2C=C(C=CC2=NC3=C1C=CC(=C3)Cl)OC. Cell line: T-47D. Synergy scores: CSS=12.8, Synergy_ZIP=-5.12, Synergy_Bliss=-1.31, Synergy_Loewe=-1.61, Synergy_HSA=-1.43.